This data is from Peptide-MHC class I binding affinity with 185,985 pairs from IEDB/IMGT. The task is: Regression. Given a peptide amino acid sequence and an MHC pseudo amino acid sequence, predict their binding affinity value. This is MHC class I binding data. (1) The peptide sequence is FMSLQSGDV. The MHC is HLA-B44:02 with pseudo-sequence HLA-B44:02. The binding affinity (normalized) is 0.0847. (2) The peptide sequence is KIIETYLGR. The MHC is HLA-A11:01 with pseudo-sequence HLA-A11:01. The binding affinity (normalized) is 0.